Dataset: Catalyst prediction with 721,799 reactions and 888 catalyst types from USPTO. Task: Predict which catalyst facilitates the given reaction. Product: [CH2:1]([O:8][C:9]1[CH:14]=[CH:13][C:12]([C:15]2[NH:36][C:18]3=[N:19][CH:20]=[C:21]([CH:23]4[CH2:24][CH2:25][NH:26][CH2:27][CH2:28]4)[CH:22]=[C:17]3[N:16]=2)=[CH:11][C:10]=1[Br:37])[C:2]1[CH:7]=[CH:6][CH:5]=[CH:4][CH:3]=1. The catalyst class is: 67. Reactant: [CH2:1]([O:8][C:9]1[CH:14]=[CH:13][C:12]([C:15]2[NH:36][C:18]3=[N:19][CH:20]=[C:21]([CH:23]4[CH2:28][CH2:27][N:26](C(OC(C)(C)C)=O)[CH2:25][CH2:24]4)[CH:22]=[C:17]3[N:16]=2)=[CH:11][C:10]=1[Br:37])[C:2]1[CH:7]=[CH:6][CH:5]=[CH:4][CH:3]=1.C(Cl)Cl.